From a dataset of HIV replication inhibition screening data with 41,000+ compounds from the AIDS Antiviral Screen. Binary Classification. Given a drug SMILES string, predict its activity (active/inactive) in a high-throughput screening assay against a specified biological target. (1) The drug is CCOC(=O)C1=C(C)NC(c2ccco2)=C(C#N)C1c1cccc([N+](=O)[O-])c1. The result is 0 (inactive). (2) The drug is CCOc1cnc(C(O)(c2ccccc2)c2ccccc2)o1. The result is 0 (inactive). (3) The result is 0 (inactive). The compound is CN(C)CNc1ncnc2onc(-c3ccccc3)c12. (4) The compound is O=C1CC(CC(=O)c2ccc(Br)cc2)C(O)=C1C(=O)c1ccc(Br)cc1. The result is 0 (inactive). (5) The compound is CC(=O)OCC1OC(N2C(S)=C(C#N)C(c3ccco3)C(C(C)=O)=C2c2ccccc2)C(OC(C)=O)C(OC(C)=O)C1OC(C)=O. The result is 1 (active). (6) The compound is COc1cc(C(=O)Oc2ccc3c(c2)OCO3)cc(OC)c1OC. The result is 0 (inactive). (7) The result is 0 (inactive). The molecule is O=C(O)Cc1ccc(Nc2nc3cc(C(F)(F)F)ccc3nc2C(=O)O)cc1. (8) The result is 0 (inactive). The compound is N#CC=Cc1ccc(C#N)cc1. (9) The compound is COC(=O)C(Cc1ccccc1)NC(=O)N(CCC#N)CCCCN(CCC#N)C(=O)NC(Cc1ccccc1)C(=O)OC. The result is 0 (inactive).